From a dataset of Catalyst prediction with 721,799 reactions and 888 catalyst types from USPTO. Predict which catalyst facilitates the given reaction. (1) Reactant: [Br:1][C:2]1[CH:7]=[CH:6][C:5]([C:8](=[N:22][O:23][CH2:24][CH3:25])[CH:9]2[CH2:14][CH2:13][N:12]([C:15]3([CH3:21])[CH2:20][CH2:19][NH:18][CH2:17][CH2:16]3)[CH2:11][CH2:10]2)=[CH:4][CH:3]=1.[CH2:26]([C:28]1[CH:29]=[C:30]2[C:35](=[CH:36][CH:37]=1)[N:34]=[C:33]([C:38](O)=[O:39])[CH:32]=[C:31]2[OH:41])[CH3:27].CCN(CC)CC.CN(C(ON1N=NC2C=CC=NC1=2)=[N+](C)C)C.F[P-](F)(F)(F)(F)F. Product: [Br:1][C:2]1[CH:7]=[CH:6][C:5]([C:8](=[N:22][O:23][CH2:24][CH3:25])[CH:9]2[CH2:10][CH2:11][N:12]([C:15]3([CH3:21])[CH2:20][CH2:19][N:18]([C:38]([C:33]4[CH:32]=[C:31]([OH:41])[C:30]5[C:35](=[CH:36][CH:37]=[C:28]([CH2:26][CH3:27])[CH:29]=5)[N:34]=4)=[O:39])[CH2:17][CH2:16]3)[CH2:13][CH2:14]2)=[CH:4][CH:3]=1. The catalyst class is: 3. (2) Reactant: C(=O)([O-])[O-].[K+].[K+].[NH2:7][C:8]1[CH:13]=[C:12]([Cl:14])[N:11]=[C:10]([C:15]#[N:16])[C:9]=1[N+:17]([O-:19])=[O:18].[CH2:20](I)[CH3:21]. Product: [Cl:14][C:12]1[N:11]=[C:10]([C:15]#[N:16])[C:9]([N+:17]([O-:19])=[O:18])=[C:8]([NH:7][CH2:20][CH3:21])[CH:13]=1. The catalyst class is: 3. (3) Reactant: [CH2:1](Br)[CH:2]=[CH2:3].N[C:6](N)=[S:7].[OH-].[K+].BrC[CH2:13][CH2:14][CH2:15][CH2:16][CH2:17][CH2:18][C:19]([OH:21])=[O:20].[K]. Product: [CH2:1]([S:7][CH2:6][CH2:13][CH2:14][CH2:15][CH2:16][CH2:17][CH2:18][C:19]([OH:21])=[O:20])[CH:2]=[CH2:3]. The catalyst class is: 40. (4) Reactant: [Cl:1][C:2]1[CH:7]=[C:6]([C:8](=O)[CH2:9][C:10](=O)[C:11]([O:13][CH3:14])=[O:12])[CH:5]=[CH:4][N:3]=1.[Cl:17][C:18]1[CH:23]=[CH:22][CH:21]=[CH:20][C:19]=1[NH:24][NH2:25]. Product: [Cl:17][C:18]1[CH:23]=[CH:22][CH:21]=[CH:20][C:19]=1[N:24]1[C:10]([C:11]([O:13][CH3:14])=[O:12])=[CH:9][C:8]([C:6]2[CH:5]=[CH:4][N:3]=[C:2]([Cl:1])[CH:7]=2)=[N:25]1. The catalyst class is: 52. (5) Reactant: [CH2:1]([C@H:4]1[CH2:9][C:8]2[CH:10]=[CH:11][CH:12]=[CH:13][C:7]=2[N:6]([C:14]2[CH:19]=[CH:18][CH:17]=[CH:16][CH:15]=2)[S:5]1(=[O:21])=[O:20])[CH:2]=[CH2:3].C12BC(CCC1)CCC2.[OH-:31].[Li+].OO. Product: [O:21]=[S:5]1(=[O:20])[C@@H:4]([CH2:1][CH2:2][CH2:3][OH:31])[CH2:9][C:8]2[CH:10]=[CH:11][CH:12]=[CH:13][C:7]=2[N:6]1[C:14]1[CH:19]=[CH:18][CH:17]=[CH:16][CH:15]=1. The catalyst class is: 305. (6) Reactant: [H-].[Na+].C(OC(=O)[NH:9][CH2:10][CH2:11][SH:12])(C)(C)C.[F:14][C:15]1[CH:20]=[CH:19][CH:18]=[C:17](F)[N:16]=1. Product: [F:14][C:15]1[N:16]=[C:17]([S:12][CH2:11][CH2:10][NH2:9])[CH:18]=[CH:19][CH:20]=1. The catalyst class is: 595. (7) Reactant: [OH-].[K+].[Cl:3][C:4]1[CH:26]=[CH:25][CH:24]=[CH:23][C:5]=1[C:6]([NH:8][CH:9]1[C:18]2[C:13](=[CH:14][CH:15]=[C:16]([C:19]([O:21]C)=[O:20])[CH:17]=2)[O:12][CH2:11][CH2:10]1)=[O:7]. Product: [Cl:3][C:4]1[CH:26]=[CH:25][CH:24]=[CH:23][C:5]=1[C:6]([NH:8][CH:9]1[C:18]2[C:13](=[CH:14][CH:15]=[C:16]([C:19]([OH:21])=[O:20])[CH:17]=2)[O:12][CH2:11][CH2:10]1)=[O:7]. The catalyst class is: 40. (8) Reactant: C([O:5][C:6](=[O:39])[CH2:7][N:8]1[CH2:16][CH2:15][N:14]([CH2:17][CH:18]([OH:30])[CH2:19][CH2:20][C:21]2[CH:26]=[CH:25][C:24]([N+:27]([O-:29])=[O:28])=[CH:23][CH:22]=2)[CH2:13][CH2:12][N:11]([CH2:31][C:32]([O:34]C(C)(C)C)=[O:33])[CH2:10][CH2:9]1)(C)(C)C. Product: [C:32]([CH2:31][N:11]1[CH2:12][CH2:13][N:14]([CH2:17][CH:18]([OH:30])[CH2:19][CH2:20][C:21]2[CH:26]=[CH:25][C:24]([N+:27]([O-:29])=[O:28])=[CH:23][CH:22]=2)[CH2:15][CH2:16][N:8]([CH2:7][C:6]([OH:39])=[O:5])[CH2:9][CH2:10]1)([OH:34])=[O:33]. The catalyst class is: 67.